From a dataset of Reaction yield outcomes from USPTO patents with 853,638 reactions. Predict the reaction yield, written as a fraction of the theoretical maximum amount of product (1.0 means a 100% yield; for example, 0.34 means a 34% yield). (1) The reactants are FC1C=C(C2C=CC(O)=CC=2)C=CC=1C1C=CC(OC(C)C(=O)C)=CC=1.[C:27]([O:32][C:33]1[CH:38]=[CH:37][C:36]([C:39]2[CH:44]=[CH:43][C:42]([C:45]3[CH:50]=[CH:49][C:48]([O:51]/[C:52](=[C:54](/[O:56][C:57](=[O:61])[C:58]([CH3:60])=[CH2:59])\[CH3:55])/[CH3:53])=[CH:47][CH:46]=3)=[C:41]([F:62])[CH:40]=2)=[CH:35][CH:34]=1)(=[O:31])[C:28]([CH3:30])=[CH2:29]. No catalyst specified. The product is [C:27]([O:32][C:33]1[CH:34]=[CH:35][C:36]([C:39]2[CH:44]=[CH:43][C:42]([C:45]3[CH:50]=[CH:49][C:48]([O:51]/[C:52](=[C:54](\[O:56][C:57](=[O:61])[C:58]([CH3:60])=[CH2:59])/[CH3:55])/[CH3:53])=[CH:47][CH:46]=3)=[C:41]([F:62])[CH:40]=2)=[CH:37][CH:38]=1)(=[O:31])[C:28]([CH3:30])=[CH2:29]. The yield is 0.467. (2) The yield is 0.650. The reactants are [CH3:1][N:2]1[CH2:7][CH:6]=[C:5]([C:8]2[C:16]3[C:11](=[CH:12][CH:13]=[C:14]([NH:17][S:18]([C:21]4[C:30]5[C:25](=[CH:26][CH:27]=[CH:28][CH:29]=5)[CH:24]=[CH:23][CH:22]=4)(=[O:20])=[O:19])[CH:15]=3)[NH:10][CH:9]=2)[CH2:4][CH2:3]1.[H][H]. The product is [CH3:1][N:2]1[CH2:7][CH2:6][CH:5]([C:8]2[C:16]3[C:11](=[CH:12][CH:13]=[C:14]([NH:17][S:18]([C:21]4[C:30]5[C:25](=[CH:26][CH:27]=[CH:28][CH:29]=5)[CH:24]=[CH:23][CH:22]=4)(=[O:20])=[O:19])[CH:15]=3)[NH:10][CH:9]=2)[CH2:4][CH2:3]1. The catalyst is CO.[Pd].C(OCC)C. (3) The reactants are [N+:1]([C:4]1[CH:5]=[CH:6][C:7](Cl)=[N:8][CH:9]=1)([O-:3])=[O:2].C([O-])([O-])=O.[K+].[K+].C(OC(=O)[CH2:23][C:24]#[N:25])(C)(C)C.C1(C)C=CC(S(O)(=O)=O)=CC=1. The catalyst is C1COCC1. The product is [N+:1]([C:4]1[CH:5]=[CH:6][C:7]([CH2:23][C:24]#[N:25])=[N:8][CH:9]=1)([O-:3])=[O:2]. The yield is 0.660. (4) The reactants are CN(C)CCCN=C=NCC.O.[C:13]([NH:20][C@H:21]([C:26]([OH:28])=O)[CH2:22][CH:23]([CH3:25])[CH3:24])([O:15][C:16]([CH3:19])([CH3:18])[CH3:17])=[O:14].C(N(C(C)C)CC)(C)C.OC1C2N=NNC=2C=CC=1.[CH2:48]([O:55][C:56]([N:58]1[CH2:64][CH:63]([OH:65])[CH:62]([NH2:66])[CH2:61][CH2:60][CH:59]1[CH3:67])=[O:57])[C:49]1[CH:54]=[CH:53][CH:52]=[CH:51][CH:50]=1. The catalyst is CN(C=O)C.CCOC(C)=O. The product is [CH2:48]([O:55][C:56]([N:58]1[CH2:64][C@H:63]([OH:65])[C@@H:62]([NH:66][C:26](=[O:28])[C@@H:21]([NH:20][C:13]([O:15][C:16]([CH3:17])([CH3:18])[CH3:19])=[O:14])[CH2:22][CH:23]([CH3:24])[CH3:25])[CH2:61][CH2:60][C@H:59]1[CH3:67])=[O:57])[C:49]1[CH:50]=[CH:51][CH:52]=[CH:53][CH:54]=1. The yield is 0.720. (5) The reactants are [CH3:1][NH:2][CH2:3][CH:4]([OH:12])[CH2:5][C:6]1[CH:11]=[CH:10][CH:9]=[CH:8][CH:7]=1.[CH3:25][C:24]([O:23][C:21](O[C:21]([O:23][C:24]([CH3:27])([CH3:26])[CH3:25])=[O:22])=[O:22])([CH3:27])[CH3:26]. The catalyst is C1COCC1. The product is [OH:12][CH:4]([CH2:5][C:6]1[CH:11]=[CH:10][CH:9]=[CH:8][CH:7]=1)[CH2:3][N:2]([CH3:1])[C:21](=[O:22])[O:23][C:24]([CH3:25])([CH3:26])[CH3:27]. The yield is 0.560. (6) The reactants are CS(O[C@@H:6]1[C@@H:11]([CH3:12])[CH2:10][C@@H:9]([C:13]2[CH:18]=[CH:17][N:16]=[CH:15][C:14]=2[NH:19][C:20]([O:22][C:23]([CH3:26])([CH3:25])[CH3:24])=[O:21])[CH2:8][C@H:7]1[NH:27][C:28]([O:30][C:31]([CH3:34])([CH3:33])[CH3:32])=[O:29])(=O)=O.[N-:35]=[N+:36]=[N-:37].[Na+]. The catalyst is CN(C=O)C. The product is [C:23]([O:22][C:20]([NH:19][C:14]1[CH:15]=[N:16][CH:17]=[CH:18][C:13]=1[C@H:9]1[CH2:8][C@@H:7]([NH:27][C:28](=[O:29])[O:30][C:31]([CH3:34])([CH3:33])[CH3:32])[C@@H:6]([N:35]=[N+:36]=[N-:37])[C@@H:11]([CH3:12])[CH2:10]1)=[O:21])([CH3:26])([CH3:25])[CH3:24].[C:23]([O:22][C:20]([NH:19][C:14]1[CH:15]=[N:16][CH:17]=[CH:18][C:13]=1[C@@H:9]1[CH2:8][C@H:7]([NH:27][C:28](=[O:29])[O:30][C:31]([CH3:34])([CH3:33])[CH3:32])[C@H:6]([N:35]=[N+:36]=[N-:37])[C@H:11]([CH3:12])[CH2:10]1)=[O:21])([CH3:26])([CH3:25])[CH3:24]. The yield is 0.210.